This data is from Full USPTO retrosynthesis dataset with 1.9M reactions from patents (1976-2016). The task is: Predict the reactants needed to synthesize the given product. (1) Given the product [CH2:1]([N:8]([CH2:9][CH3:10])[C:15]1[N:14]=[N:13][C:12]([I:11])=[CH:17][CH:16]=1)[C:2]1[CH:7]=[CH:6][CH:5]=[CH:4][CH:3]=1, predict the reactants needed to synthesize it. The reactants are: [CH2:1]([NH:8][CH2:9][CH3:10])[C:2]1[CH:7]=[CH:6][CH:5]=[CH:4][CH:3]=1.[I:11][C:12]1[N:13]=[N:14][C:15](I)=[CH:16][CH:17]=1. (2) Given the product [CH3:12][O:11][CH2:10][CH2:9][O:8][C:4]1[C:3]([CH3:13])=[C:2]([B:14]2[O:18][C:17]([CH3:20])([CH3:19])[C:16]([CH3:22])([CH3:21])[O:15]2)[CH:7]=[CH:6][CH:5]=1, predict the reactants needed to synthesize it. The reactants are: Br[C:2]1[CH:7]=[CH:6][CH:5]=[C:4]([O:8][CH2:9][CH2:10][O:11][CH3:12])[C:3]=1[CH3:13].[B:14]1([B:14]2[O:18][C:17]([CH3:20])([CH3:19])[C:16]([CH3:22])([CH3:21])[O:15]2)[O:18][C:17]([CH3:20])([CH3:19])[C:16]([CH3:22])([CH3:21])[O:15]1.C(Cl)Cl.CC([O-])=O.[K+]. (3) The reactants are: [NH2:1][C:2]([CH3:6])([CH3:5])[CH2:3][OH:4].C(N(CC)CC)C.[CH2:14]([O:21][C:22](ON1C(=O)CCC1=O)=[O:23])[C:15]1[CH:20]=[CH:19][CH:18]=[CH:17][CH:16]=1. Given the product [OH:4][CH2:3][C:2]([NH:1][C:22](=[O:23])[O:21][CH2:14][C:15]1[CH:20]=[CH:19][CH:18]=[CH:17][CH:16]=1)([CH3:6])[CH3:5], predict the reactants needed to synthesize it. (4) Given the product [Si:10]([O:4][CH2:3][CH2:2][Br:1])([C:13]([CH3:16])([CH3:15])[CH3:14])([CH3:12])[CH3:11], predict the reactants needed to synthesize it. The reactants are: [Br:1][CH2:2][CH2:3][OH:4].N1C=CN=C1.[Si:10](Cl)([C:13]([CH3:16])([CH3:15])[CH3:14])([CH3:12])[CH3:11].O.